From a dataset of Orexin1 receptor HTS with 218,158 compounds and 233 confirmed actives. Binary Classification. Given a drug SMILES string, predict its activity (active/inactive) in a high-throughput screening assay against a specified biological target. (1) The compound is O1c2cc3c(c(c4n(nnn4)c4ccc(cc4)C)cnc3cc2OC1)C. The result is 0 (inactive). (2) The compound is S(c1[nH]c(N)c(NC(=O)c2cc(F)c(F)cc2)c(=O)n1)CC(=O)Nc1noc(c1)C. The result is 0 (inactive). (3) The compound is S(=O)(=O)(NC1CCCC1)c1ccc(S(=O)(=O)N2CCN(CC2)C(=O)c2occc2)cc1. The result is 0 (inactive). (4) The compound is O(c1cc(C(=O)NCc2ccncc2)ccc1OC)C. The result is 0 (inactive). (5) The result is 0 (inactive). The compound is Clc1c(S(=O)(=O)n2c(ncc2)C)cc([N+]([O-])=O)cc1. (6) The compound is S(=O)(=O)(N1CCN(CC1)C(=O)CCC(=O)NCc1cc(ccc1)C(F)(F)F)c1ccc(cc1)C. The result is 0 (inactive). (7) The result is 0 (inactive). The compound is S(Cc1c(onc1C)C)c1nc2c(c(c1)C)ccc(OC)c2. (8) The compound is O=C(Nc1ccc(cc1)C(=O)C)Cn1nc(cc1C)C. The result is 0 (inactive).